The task is: Predict which catalyst facilitates the given reaction.. This data is from Catalyst prediction with 721,799 reactions and 888 catalyst types from USPTO. Reactant: [Br:1]Br.C(OC([NH:10][C:11]1[CH:16]=[C:15]([CH2:17][C:18]([C:20]2[CH:25]=[CH:24][CH:23]=[C:22]([CH3:26])[CH:21]=2)=[O:19])[CH:14]=[CH:13][N:12]=1)=O)(C)(C)C. Product: [BrH:1].[NH2:10][C:11]1[CH:16]=[C:15]([CH:17]([Br:1])[C:18]([C:20]2[CH:25]=[CH:24][CH:23]=[C:22]([CH3:26])[CH:21]=2)=[O:19])[CH:14]=[CH:13][N:12]=1. The catalyst class is: 15.